From a dataset of Reaction yield outcomes from USPTO patents with 853,638 reactions. Predict the reaction yield, written as a fraction of the theoretical maximum amount of product (1.0 means a 100% yield; for example, 0.34 means a 34% yield). The reactants are [CH:1]([C:3]1[CH:8]=[CH:7][CH:6]=[C:5]([F:9])[CH:4]=1)=[CH2:2].[OH2:10].CC[C@H]1[C@H]2C[C@H]([C@H](OC3C4C(=CC=CC=4)C(O[C@H](C4C=CN=C5C=4C=C(OC)C=C5)[C@@H]4N5C[C@H](CC)[C@@H](CC5)C4)=NN=3)C3C=CN=C4C=3C=C([O:32]C)C=C4)N(CC2)C1. The catalyst is CC(O)(C)C. The product is [F:9][C:5]1[CH:4]=[C:3]([C@H:1]([OH:32])[CH2:2][OH:10])[CH:8]=[CH:7][CH:6]=1. The yield is 0.610.